Predict the reactants needed to synthesize the given product. From a dataset of Full USPTO retrosynthesis dataset with 1.9M reactions from patents (1976-2016). (1) Given the product [C:1]([O:5][C:6]([N:8]1[CH2:15][C:12]2([CH2:13][CH2:14]2)[N:11]([C:17]2[CH:22]=[CH:21][CH:20]=[CH:19][CH:18]=2)[CH2:10][CH2:9]1)=[O:7])([CH3:4])([CH3:2])[CH3:3], predict the reactants needed to synthesize it. The reactants are: [C:1]([O:5][C:6]([N:8]1[CH2:15][C:12]2([CH2:14][CH2:13]2)[NH:11][CH2:10][CH2:9]1)=[O:7])([CH3:4])([CH3:3])[CH3:2].I[C:17]1[CH:22]=[CH:21][CH:20]=[CH:19][CH:18]=1. (2) Given the product [CH3:1][O:2][C:3]1[CH:4]=[C:5]([CH:8]=[CH:9][CH:10]=1)[CH2:6][NH:7][S:12]([C:15]1[CH:16]=[CH:17][C:18]([CH2:21][C:22]([OH:24])=[O:23])=[CH:19][CH:20]=1)(=[O:14])=[O:13], predict the reactants needed to synthesize it. The reactants are: [CH3:1][O:2][C:3]1[CH:4]=[C:5]([CH:8]=[CH:9][CH:10]=1)[CH2:6][NH2:7].Cl[S:12]([C:15]1[CH:20]=[CH:19][C:18]([CH2:21][C:22]([OH:24])=[O:23])=[CH:17][CH:16]=1)(=[O:14])=[O:13]. (3) Given the product [Cl:17][C:14]1[CH:13]=[CH:12][C:11]([C:7]2[C:6]([C:4]([OH:5])=[O:3])=[CH:10][O:9][N:8]=2)=[CH:16][CH:15]=1, predict the reactants needed to synthesize it. The reactants are: C([O:3][C:4]([C:6]1[C:7]([C:11]2[CH:16]=[CH:15][C:14]([Cl:17])=[CH:13][CH:12]=2)=[N:8][O:9][CH:10]=1)=[O:5])C.C(OC(C1C(C2C=CC(F)=CC=2)=NOC=1)=O)C.